The task is: Predict the reactants needed to synthesize the given product.. This data is from Retrosynthesis with 50K atom-mapped reactions and 10 reaction types from USPTO. (1) Given the product CC1=C(c2cccc(OC3CCCCO3)c2)C(c2ccc(OCCO)cc2)Oc2ccc(OC3CCCCO3)cc21, predict the reactants needed to synthesize it. The reactants are: CC1=C(c2cccc(OC3CCCCO3)c2)C(c2ccc(I)cc2)Oc2ccc(OC3CCCCO3)cc21.OCCO. (2) Given the product Cc1c(C(=O)Nc2ncnn2C)cccc1S(C)(=O)=O, predict the reactants needed to synthesize it. The reactants are: Cc1c(C(=O)O)cccc1S(C)(=O)=O.Cn1ncnc1[NH3+]. (3) Given the product Cn1ccc2c3nc(-c4cccc(C(N)=O)c4)nc(N4CCOCC4)c3ccc21, predict the reactants needed to synthesize it. The reactants are: Cn1ccc2c3nc(Cl)nc(N4CCOCC4)c3ccc21.NC(=O)c1cccc(B(O)O)c1. (4) Given the product CC(C)(C(=O)c1ccccc1)S(=O)c1ccccc1, predict the reactants needed to synthesize it. The reactants are: CC(C)(Sc1ccccc1)C(=O)c1ccccc1.OO. (5) Given the product Cn1c(Br)nc(Cl)c1Cl, predict the reactants needed to synthesize it. The reactants are: CI.Clc1nc(Br)[nH]c1Cl. (6) Given the product Cc1cccc(CN2C(=O)C3(COc4cc5c(cc43)OCCO5)c3ccccc32)n1, predict the reactants needed to synthesize it. The reactants are: Cc1cccc(CO)n1.O=C1Nc2ccccc2C12COc1cc3c(cc12)OCCO3. (7) Given the product CCN(C(=O)Cn1ncc2c(c1=O)c1ccccc1n2Cc1ccccn1)c1ccc2c(c1)OC(F)(F)O2, predict the reactants needed to synthesize it. The reactants are: BrCc1ccccn1.CCN(C(=O)Cn1ncc2[nH]c3ccccc3c2c1=O)c1ccc2c(c1)OC(F)(F)O2. (8) Given the product CCCOCCn1c(=O)c(N2CCN(CC(=O)O)CC2)nc2cnc(-c3ccc(OC)nc3)cc21, predict the reactants needed to synthesize it. The reactants are: CCCOCCn1c(=O)c(N2CCN(CC(=O)OC(C)(C)C)CC2)nc2cnc(-c3ccc(OC)nc3)cc21. (9) Given the product COC(=O)c1ccccc1C, predict the reactants needed to synthesize it. The reactants are: CO.Cc1ccccc1C(=O)O.